Dataset: Catalyst prediction with 721,799 reactions and 888 catalyst types from USPTO. Task: Predict which catalyst facilitates the given reaction. Reactant: Br[CH:2]([CH2:4][CH:5](Br)[CH3:6])[CH3:3].O.[NH2:9][CH2:10][CH2:11][NH2:12].[Cl-].[K+]. Product: [NH2:9][CH2:10][CH2:11][NH:12][CH:5]([CH3:6])[CH2:4][CH:2]([NH:9][CH2:10][CH2:11][NH2:12])[CH3:3]. The catalyst class is: 14.